From a dataset of Reaction yield outcomes from USPTO patents with 853,638 reactions. Predict the reaction yield, written as a fraction of the theoretical maximum amount of product (1.0 means a 100% yield; for example, 0.34 means a 34% yield). (1) The reactants are C1(P(C2C=CC=CC=2)C2C=CC=CC=2)C=CC=CC=1.[Br:20]Br.[CH3:22][O:23][CH2:24][C:25]1[N:29]=[C:28]([C:30]2[CH:35]=[CH:34][CH:33]=[CH:32][C:31]=2[CH2:36]O)[O:27][N:26]=1. The catalyst is C(Cl)Cl. The product is [Br:20][CH2:36][C:31]1[CH:32]=[CH:33][CH:34]=[CH:35][C:30]=1[C:28]1[O:27][N:26]=[C:25]([CH2:24][O:23][CH3:22])[N:29]=1. The yield is 0.730. (2) The reactants are [CH3:1][O:2][C:3]1[CH:4]=[C:5]2[C:9](=[CH:10][C:11]=1[N+:12]([O-:14])=[O:13])[NH:8][CH2:7][CH2:6]2.CCN=C=NCCCN(C)C.Cl.C1C=CC2N(O)N=NC=2C=1.[CH2:37]([N:40]([CH2:46][CH2:47][CH3:48])[C@H:41]([C:43](O)=[O:44])[CH3:42])[CH2:38][CH3:39]. The catalyst is C1COCC1.C(OCC)(=O)C. The product is [CH3:42][C@H:41]([N:40]([CH2:37][CH2:38][CH3:39])[CH2:46][CH2:47][CH3:48])[C:43]([N:8]1[C:9]2[C:5](=[CH:4][C:3]([O:2][CH3:1])=[C:11]([N+:12]([O-:14])=[O:13])[CH:10]=2)[CH2:6][CH2:7]1)=[O:44]. The yield is 0.420. (3) The reactants are [Cl:1][C:2]1[CH:3]=[C:4]2[C:8](=[CH:9][CH:10]=1)[N:7]([S:11]([C:14]1[CH:19]=[CH:18][C:17]([O:20][CH3:21])=[C:16]([O:22][CH3:23])[CH:15]=1)(=[O:13])=[O:12])[CH:6]([C:24](O)=[O:25])[CH:5]2[C:27]1[C:32]([F:33])=[CH:31][CH:30]=[CH:29][C:28]=1[F:34].C(N1CC[O:40][CH2:39][CH2:38]1)C.ClC(OCC)=O.[NH3:49]. The catalyst is O1CCCC1. The product is [Cl:1][C:2]1[CH:10]=[CH:9][C:8]([N:7]([S:11]([C:14]2[CH:19]=[CH:18][C:17]([O:20][CH3:21])=[C:16]([O:22][CH3:23])[CH:15]=2)(=[O:12])=[O:13])[CH:6]([O:40][CH2:39][CH3:38])[C:24]([NH2:49])=[O:25])=[C:4]([CH2:5][C:27]2[C:28]([F:34])=[CH:29][CH:30]=[CH:31][C:32]=2[F:33])[CH:3]=1. The yield is 0.996. (4) The reactants are [F:1][C:2]1[CH:10]=[CH:9][C:5]([CH:6]=[N:7][OH:8])=[CH:4][CH:3]=1.ClN1[C:16](=[O:17])[CH2:15][CH2:14][C:13]1=O.ON=C(Cl)[C:22]1[CH:27]=CC(F)=CC=1.CN(C=[O:34])C. The catalyst is O. The product is [CH2:27]([O:34][C:16]([C:15]1[C:6]([C:5]2[CH:9]=[CH:10][C:2]([F:1])=[CH:3][CH:4]=2)=[N:7][O:8][C:14]=1[CH3:13])=[O:17])[CH3:22]. The yield is 0.950. (5) The reactants are [H-].[Na+].[CH3:3][OH:4].Cl[C:6]1[N:7]=[C:8]([N:26]2[CH2:31][CH2:30][NH:29][CH2:28][CH:27]2[C:32](=[O:41])[NH:33][C:34]2[CH:39]=[CH:38][CH:37]=[C:36]([CH3:40])[CH:35]=2)[C:9]2[N:15]=[C:14]([C:16]3[CH:21]=[CH:20][C:19]([O:22][CH3:23])=[C:18]([O:24][CH3:25])[CH:17]=3)[CH:13]=[CH:12][C:10]=2[N:11]=1. The catalyst is O1CCCC1.O. The product is [CH3:3][O:4][C:6]1[N:7]=[C:8]([N:26]2[CH2:31][CH2:30][NH:29][CH2:28][CH:27]2[C:32](=[O:41])[NH:33][C:34]2[CH:39]=[CH:38][CH:37]=[C:36]([CH3:40])[CH:35]=2)[C:9]2[N:15]=[C:14]([C:16]3[CH:21]=[CH:20][C:19]([O:22][CH3:23])=[C:18]([O:24][CH3:25])[CH:17]=3)[CH:13]=[CH:12][C:10]=2[N:11]=1. The yield is 0.510. (6) The reactants are [Cl:1][C:2]1[N:11]=[C:10](Cl)[C:9]2[C:4](=[CH:5][CH:6]=[C:7]([I:13])[CH:8]=2)[N:3]=1.[Cl:14][C:15]1[CH:16]=[C:17]([CH:19]=[CH:20][C:21]=1[F:22])[NH2:18].C([O-])(=O)C.[Na+]. The catalyst is C1COCC1.O. The product is [Cl:1][C:2]1[N:11]=[C:10]([NH:18][C:17]2[CH:19]=[CH:20][C:21]([F:22])=[C:15]([Cl:14])[CH:16]=2)[C:9]2[C:4](=[CH:5][CH:6]=[C:7]([I:13])[CH:8]=2)[N:3]=1. The yield is 0.730. (7) The reactants are Br[C:2]1[C:11]([O:12][CH3:13])=[CH:10][C:5]([C:6]([NH:8][CH3:9])=[O:7])=[CH:4][C:3]=1/[CH:14]=[CH:15]/[C:16]1[CH:17]=[N:18][C:19]([NH:22][C:23]2[CH:24]=[N:25][N:26]([CH2:28][CH3:29])[CH:27]=2)=[N:20][CH:21]=1.[CH3:30][N:31](C=O)C. The catalyst is [C-]#N.[Zn+2].[C-]#N.C1C=CC([P]([Pd]([P](C2C=CC=CC=2)(C2C=CC=CC=2)C2C=CC=CC=2)([P](C2C=CC=CC=2)(C2C=CC=CC=2)C2C=CC=CC=2)[P](C2C=CC=CC=2)(C2C=CC=CC=2)C2C=CC=CC=2)(C2C=CC=CC=2)C2C=CC=CC=2)=CC=1. The product is [C:30]([C:2]1[C:11]([O:12][CH3:13])=[CH:10][C:5]([C:6]([NH:8][CH3:9])=[O:7])=[CH:4][C:3]=1[CH2:14][CH2:15][C:16]1[CH:17]=[N:18][C:19]([NH:22][C:23]2[CH:24]=[N:25][N:26]([CH2:28][CH3:29])[CH:27]=2)=[N:20][CH:21]=1)#[N:31]. The yield is 0.850. (8) The reactants are N1(C([O-])=O)CCCCC1.C([C:17]1([S:39]([N:42](CC2C=CC(OC)=CC=2OC)C2SN=CN=2)(=[O:41])=[O:40])[CH:22]=[C:21](F)[C:20](OC(C2C=CC(Cl)=CC=2)C2CCNC2)=[CH:19][CH:18]1F)C1C=CC=CC=1. No catalyst specified. The product is [C:17]1([S:39]([NH2:42])(=[O:41])=[O:40])[CH:22]=[CH:21][CH:20]=[CH:19][CH:18]=1. The yield is 0.390. (9) The yield is 0.620. The reactants are Br[C:2]1[CH:3]=[C:4]2[C:16](=[CH:17][CH:18]=1)[O:15][C:7]1([CH2:12][CH2:11][CH:10]([O:13][CH3:14])[CH2:9][CH2:8]1)[CH2:6][C:5]2=[O:19].[C:20]([C:22]1[CH:23]=[C:24](B(O)O)[CH:25]=[CH:26][CH:27]=1)#[N:21].C(=O)([O-])[O-].[Cs+].[Cs+]. The product is [CH3:14][O:13][CH:10]1[CH2:11][CH2:12][C:7]2([CH2:6][C:5](=[O:19])[C:4]3[C:16](=[CH:17][CH:18]=[C:2]([C:26]4[CH:27]=[C:22]([CH:23]=[CH:24][CH:25]=4)[C:20]#[N:21])[CH:3]=3)[O:15]2)[CH2:8][CH2:9]1. The catalyst is O1CCOCC1.O.Cl[Pd](Cl)([P](C1C=CC=CC=1)(C1C=CC=CC=1)C1C=CC=CC=1)[P](C1C=CC=CC=1)(C1C=CC=CC=1)C1C=CC=CC=1.